From a dataset of Reaction yield outcomes from USPTO patents with 853,638 reactions. Predict the reaction yield, written as a fraction of the theoretical maximum amount of product (1.0 means a 100% yield; for example, 0.34 means a 34% yield). The reactants are [N:1]1[CH:6]=[CH:5][CH:4]=[CH:3][C:2]=1[S:7](Cl)(=[O:9])=[O:8].Cl.[S:12]1[CH:16]=[CH:15][N:14]=[C:13]1[C:17]1[CH:24]=[CH:23][C:20]([CH2:21][NH2:22])=[CH:19][CH:18]=1.Cl.C1(C2N=NC(CN)=CC=2)C=CC=CC=1. No catalyst specified. The product is [S:12]1[CH:16]=[CH:15][N:14]=[C:13]1[C:17]1[CH:18]=[CH:19][C:20]([CH2:21][NH:22][S:7]([C:2]2[CH:3]=[CH:4][CH:5]=[CH:6][N:1]=2)(=[O:9])=[O:8])=[CH:23][CH:24]=1. The yield is 0.750.